From a dataset of Reaction yield outcomes from USPTO patents with 853,638 reactions. Predict the reaction yield, written as a fraction of the theoretical maximum amount of product (1.0 means a 100% yield; for example, 0.34 means a 34% yield). (1) The reactants are [C:1]([N:4]1[C:13]2[C:8](=[CH:9][C:10](Br)=[CH:11][CH:12]=2)[C@H:7]([NH:15][C:16](=[O:21])[O:17][CH:18]([CH3:20])[CH3:19])[CH2:6][C@@H:5]1[CH3:22])(=[O:3])[CH3:2].[NH3:23]. The catalyst is CN(C)C=O.[Cu-]=O. The product is [C:1]([N:4]1[C:13]2[C:8](=[CH:9][C:10]([NH2:23])=[CH:11][CH:12]=2)[C@H:7]([NH:15][C:16](=[O:21])[O:17][CH:18]([CH3:20])[CH3:19])[CH2:6][C@@H:5]1[CH3:22])(=[O:3])[CH3:2]. The yield is 0.850. (2) The catalyst is CO.O. The yield is 0.650. The product is [CH3:1][O:2][C:3]1[C:4](=[O:36])[C:5]([CH3:35])=[C:6]([CH2:12][C:13]2[CH:14]=[CH:15][C:16]([OH:31])=[C:17]([CH:30]=2)[C:18]([NH:20][C:21]2[CH:22]=[CH:23][C:24]([C:27](=[O:29])[CH3:28])=[CH:25][CH:26]=2)=[O:19])[C:7](=[O:11])[C:8]=1[O:9][CH3:10]. The reactants are [CH3:1][O:2][C:3]1[C:4](=[O:36])[C:5]([CH3:35])=[C:6]([CH2:12][C:13]2[CH:14]=[CH:15][C:16]([O:31]C(=O)C)=[C:17]([CH:30]=2)[C:18]([NH:20][C:21]2[CH:26]=[CH:25][C:24]([C:27](=[O:29])[CH3:28])=[CH:23][CH:22]=2)=[O:19])[C:7](=[O:11])[C:8]=1[O:9][CH3:10].C(=O)([O-])O.[Na+]. (3) The reactants are O[Li].O.[CH:4]1[C:9]([C:10]2[CH:11]=[CH:12][C:13]([F:17])=[CH:14][C:15]=2[F:16])=[CH:8][C:7]([C:18]([OH:20])=[O:19])=[C:6]([OH:21])[CH:5]=1.[CH2:22]1COCC1.Cl. The catalyst is CO.O. The product is [F:16][C:15]1[CH:14]=[C:13]([F:17])[CH:12]=[CH:11][C:10]=1[C:9]1[CH:4]=[CH:5][C:6]([O:21][CH3:22])=[C:7]([C:18]([OH:20])=[O:19])[CH:8]=1. The yield is 0.930. (4) The reactants are C(OC(=O)[NH:7][C:8]1[CH:13]=[CH:12][C:11]([CH:14]2[CH2:19][N:18]([CH3:20])[C:17](=[O:21])[N:16]([CH3:22])[CH2:15]2)=[CH:10][CH:9]=1)(C)(C)C.C1C(=O)N([Br:31])C(=O)C1.C(Cl)Cl.C([O-])(O)=O.[Na+].[C:40]([OH:46])([C:42]([F:45])([F:44])[F:43])=[O:41]. No catalyst specified. The product is [F:43][C:42]([F:45])([F:44])[C:40]([OH:46])=[O:41].[NH2:7][C:8]1[CH:13]=[CH:12][C:11]([CH:14]2[CH2:19][N:18]([CH3:20])[C:17](=[O:21])[N:16]([CH3:22])[CH2:15]2)=[CH:10][C:9]=1[Br:31]. The yield is 0.920. (5) The yield is 0.620. The reactants are [CH3:1][O:2][C:3]([C:5]1([C:8]2[CH:13]=[C:12](I)[C:11]([O:15][CH2:16][C:17]([CH3:19])=[CH2:18])=[C:10](I)[CH:9]=2)[CH2:7][CH2:6]1)=[O:4].CCCC[SnH](CCCC)CCCC.CC(N=NC(C#N)(C)C)(C#N)C. The catalyst is C1(C)C=CC=CC=1. The product is [CH3:1][O:2][C:3]([C:5]1([C:8]2[CH:13]=[CH:12][C:11]3[O:15][CH2:16][C:17]([CH3:19])([CH3:18])[C:10]=3[CH:9]=2)[CH2:7][CH2:6]1)=[O:4]. (6) The reactants are [CH2:1]([O:8][N:9]1[C:15](=[O:16])[N:14]2[CH2:17][C@H:10]1[CH2:11][CH2:12][C@H:13]2[C:18]([OH:20])=[O:19])[C:2]1[CH:7]=[CH:6][CH:5]=[CH:4][CH:3]=1.CN1CCOCC1.ClC(OCC(C)C)=O.O[N:37]1[C:41](=[O:42])[CH2:40][CH2:39][C:38]1=[O:43]. The catalyst is ClCCl. The product is [CH2:1]([O:8][N:9]1[C:15](=[O:16])[N:14]2[CH2:17][C@H:10]1[CH2:11][CH2:12][C@H:13]2[C:18]([O:20][N:37]1[C:41](=[O:42])[CH2:40][CH2:39][C:38]1=[O:43])=[O:19])[C:2]1[CH:7]=[CH:6][CH:5]=[CH:4][CH:3]=1. The yield is 0.570. (7) The product is [C:1]([O:5][C:6](=[O:18])[CH2:7][C@@H:8]([CH2:9][OH:10])[CH2:12][C@H:13]([CH3:17])[CH2:14][CH2:15][CH3:16])([CH3:2])([CH3:4])[CH3:3]. The yield is 0.590. The catalyst is C1COCC1.[Cl-].[Na+].O. The reactants are [C:1]([O:5][C:6](=[O:18])[CH2:7][C@H:8]([CH2:12][C@H:13]([CH3:17])[CH2:14][CH2:15][CH3:16])[C:9](O)=[O:10])([CH3:4])([CH3:3])[CH3:2]. (8) The reactants are [CH3:1][O:2][C:3]([NH:5][C@H:6]([C:11]([N:13]1[CH2:17][C@@H:16]([CH3:18])[CH2:15][C@H:14]1[C:19]1[NH:20][C:21]([C:24]2[CH:29]=[C:28]3[CH2:30][O:31][C:32]4[CH:59]=[C:58]5[C:35]([CH:36]=[CH:37][C:38]6[N:42]=[C:41]([C@@H:43]7[CH2:47][C@H:46]([CH2:48][O:49][CH3:50])[CH2:45][N:44]7C(OC(C)(C)C)=O)[NH:40][C:39]=65)=[CH:34][C:33]=4[C:27]3=[CH:26][CH:25]=2)=[CH:22][N:23]=1)=[O:12])[C@@H:7]([CH2:9][CH3:10])[CH3:8])=[O:4].[CH3:60][O:61][C@H:62]([CH3:72])[C@H:63]([NH:67][C:68]([O:70][CH3:71])=[O:69])[C:64]([OH:66])=O.CN(C(ON1N=NC2C=CC=NC1=2)=[N+](C)C)C.F[P-](F)(F)(F)(F)F.CN1CCOCC1. The catalyst is Cl.CCO.CN(C=O)C. The product is [CH3:71][O:70][C:68]([NH:67][C@H:63]([C:64]([N:44]1[CH2:45][C@@H:46]([CH2:48][O:49][CH3:50])[CH2:47][C@H:43]1[C:41]1[NH:40][C:39]2[C:58]3[C:35]([CH:36]=[CH:37][C:38]=2[N:42]=1)=[CH:34][C:33]1[C:27]2[C:28]([CH2:30][O:31][C:32]=1[CH:59]=3)=[CH:29][C:24]([C:21]1[NH:20][C:19]([C@@H:14]3[CH2:15][C@H:16]([CH3:18])[CH2:17][N:13]3[C:11](=[O:12])[C@@H:6]([NH:5][C:3](=[O:4])[O:2][CH3:1])[C@H:7]([CH3:8])[CH2:9][CH3:10])=[N:23][CH:22]=1)=[CH:25][CH:26]=2)=[O:66])[C@H:62]([CH3:72])[O:61][CH3:60])=[O:69]. The yield is 0.810. (9) The reactants are [Br:1][C:2]1[CH:7]=[CH:6][CH:5]=[C:4]([Cl:8])[CH:3]=1.[CH3:9][C:10]1([CH3:26])[C:14]([CH3:16])([CH3:15])[O:13][B:12]([B:12]2[O:13][C:14]([CH3:16])([CH3:15])[C:10]([CH3:26])([CH3:9])[O:11]2)[O:11]1. The catalyst is O1CCCC1.C(C1C=CN=C(C2C=C(C(C)(C)C)C=CN=2)C=1)(C)(C)C. The product is [Br:1][C:2]1[CH:7]=[C:6]([B:12]2[O:13][C:14]([CH3:16])([CH3:15])[C:10]([CH3:26])([CH3:9])[O:11]2)[CH:5]=[C:4]([Cl:8])[CH:3]=1. The yield is 0.780. (10) The catalyst is O1CCCC1.[Zn].C1C=CC(/C=C/C(/C=C/C2C=CC=CC=2)=O)=CC=1.C1C=CC(/C=C/C(/C=C/C2C=CC=CC=2)=O)=CC=1.[Pd]. The reactants are BrCCBr.C[Si](Cl)(C)C.[CH3:10][O:11][C:12](=[O:21])/[C:13](/I)=[CH:14]\[CH:15]1[CH2:19][CH2:18][CH2:17][CH2:16]1.C1(P(C2C=CC=CC=2)C2C=CC=CC=2)C=CC=CC=1.[Cl:41][C:42]1[CH:47]=[C:46](I)[CH:45]=[CH:44][C:43]=1[N:49]1[C:53]([CH3:54])=[N:52][N:51]=[N:50]1.[Cl-].[NH4+]. The yield is 0.910. The product is [CH3:10][O:11][C:12](=[O:21])/[C:13](/[C:46]1[CH:45]=[CH:44][C:43]([N:49]2[C:53]([CH3:54])=[N:52][N:51]=[N:50]2)=[C:42]([Cl:41])[CH:47]=1)=[CH:14]/[CH:15]1[CH2:19][CH2:18][CH2:17][CH2:16]1.